Dataset: NCI-60 drug combinations with 297,098 pairs across 59 cell lines. Task: Regression. Given two drug SMILES strings and cell line genomic features, predict the synergy score measuring deviation from expected non-interaction effect. Drug 1: CN(C)C1=NC(=NC(=N1)N(C)C)N(C)C. Drug 2: N.N.Cl[Pt+2]Cl. Cell line: UACC-257. Synergy scores: CSS=-4.73, Synergy_ZIP=2.81, Synergy_Bliss=3.13, Synergy_Loewe=-3.71, Synergy_HSA=-2.33.